Dataset: Forward reaction prediction with 1.9M reactions from USPTO patents (1976-2016). Task: Predict the product of the given reaction. (1) The product is: [C:1]([O:5][C:6](=[O:20])[N:7]([CH2:17][CH:18]=[CH2:19])[CH2:8][CH2:9][C:10]1[CH:15]=[CH:14][C:13]([NH:16][S:30]([C:27]2[CH:28]=[CH:29][C:24]([CH:21]([CH3:23])[CH3:22])=[CH:25][CH:26]=2)(=[O:32])=[O:31])=[CH:12][CH:11]=1)([CH3:3])([CH3:2])[CH3:4]. Given the reactants [C:1]([O:5][C:6](=[O:20])[N:7]([CH2:17][CH:18]=[CH2:19])[CH2:8][CH2:9][C:10]1[CH:15]=[CH:14][C:13]([NH2:16])=[CH:12][CH:11]=1)([CH3:4])([CH3:3])[CH3:2].[CH:21]([C:24]1[CH:29]=[CH:28][C:27]([S:30](Cl)(=[O:32])=[O:31])=[CH:26][CH:25]=1)([CH3:23])[CH3:22], predict the reaction product. (2) Given the reactants Cl[C:2]1[N:11]=[C:10]([N:12]2[CH2:17][CH2:16][CH2:15][C@@H:14]([NH:18][C:19](=[O:21])[CH3:20])[CH2:13]2)[C:9]2[C:4](=[C:5]([CH3:22])[CH:6]=[CH:7][CH:8]=2)[N:3]=1.[F:23][C:24]([F:34])([F:33])[C:25]1[CH:26]=[C:27]([NH2:32])[CH:28]=[C:29]([NH2:31])[CH:30]=1, predict the reaction product. The product is: [NH2:31][C:29]1[CH:28]=[C:27]([NH:32][C:2]2[N:11]=[C:10]([N:12]3[CH2:17][CH2:16][CH2:15][C@@H:14]([NH:18][C:19](=[O:21])[CH3:20])[CH2:13]3)[C:9]3[C:4](=[C:5]([CH3:22])[CH:6]=[CH:7][CH:8]=3)[N:3]=2)[CH:26]=[C:25]([C:24]([F:23])([F:33])[F:34])[CH:30]=1. (3) Given the reactants [Br:1][C:2]1[C:3]([F:13])=[C:4]2[C:9](=[CH:10][CH:11]=1)[N:8]=[C:7](O)[N:6]=[CH:5]2.O=P(Cl)(Cl)[Cl:16], predict the reaction product. The product is: [Br:1][C:2]1[C:3]([F:13])=[C:4]2[C:9](=[CH:10][CH:11]=1)[N:8]=[C:7]([Cl:16])[N:6]=[CH:5]2. (4) Given the reactants [OH-].[K+].[C:3]([O:7][C:8]([N:10]1[CH2:16][CH2:15][C:14]2[C:17]([S:22]C(=O)N(C)C)=[C:18]([Cl:21])[CH:19]=[CH:20][C:13]=2[CH2:12][CH2:11]1)=[O:9])([CH3:6])([CH3:5])[CH3:4].Cl[CH2:29][CH2:30][CH2:31][C:32]1[CH:33]=[C:34]2[C:38](=[CH:39][CH:40]=1)[NH:37][C:36](=[O:41])[C:35]2([CH3:43])[CH3:42].[I-].[K+], predict the reaction product. The product is: [C:3]([O:7][C:8]([N:10]1[CH2:16][CH2:15][C:14]2[C:17]([S:22][CH2:29][CH2:30][CH2:31][C:32]3[CH:33]=[C:34]4[C:38](=[CH:39][CH:40]=3)[NH:37][C:36](=[O:41])[C:35]4([CH3:42])[CH3:43])=[C:18]([Cl:21])[CH:19]=[CH:20][C:13]=2[CH2:12][CH2:11]1)=[O:9])([CH3:6])([CH3:5])[CH3:4]. (5) The product is: [CH:10]([C:7]1[CH:6]=[C:5]([C:3]([OH:4])=[O:2])[O:9][N:8]=1)([CH3:12])[CH3:11]. Given the reactants C[O:2][C:3]([C:5]1[O:9][N:8]=[C:7]([CH:10]([CH3:12])[CH3:11])[CH:6]=1)=[O:4].[Li+].[OH-], predict the reaction product. (6) Given the reactants [F:1][C:2]([F:31])([F:30])[C@H:3]1[CH2:8][CH2:7][C@H:6]([NH:9][C:10](=[O:29])[C:11]2[CH:16]=[C:15]([N+:17]([O-])=O)[C:14]([NH:20][CH3:21])=[C:13]([F:22])[C:12]=2[N:23]2[CH2:27][CH2:26][C@@H:25]([F:28])[CH2:24]2)[CH2:5][CH2:4]1.CO, predict the reaction product. The product is: [F:31][C:2]([F:1])([F:30])[C@H:3]1[CH2:8][CH2:7][C@H:6]([NH:9][C:10](=[O:29])[C:11]2[CH:16]=[C:15]([NH2:17])[C:14]([NH:20][CH3:21])=[C:13]([F:22])[C:12]=2[N:23]2[CH2:27][CH2:26][C@@H:25]([F:28])[CH2:24]2)[CH2:5][CH2:4]1. (7) Given the reactants [CH2:1]1[CH2:17][O:16][C:3]([C:10]2[CH:15]=[CH:14][CH:13]=[CH:12][CH:11]=2)([CH2:4][CH2:5][CH2:6][N:7]=[N+]=[N-])[O:2]1.O.C1(P(C2C=CC=CC=2)C2C=CC=CC=2)C=CC=CC=1.C(=O)([O-])O.[Na+], predict the reaction product. The product is: [CH2:17]1[CH2:1][O:2][C:3]([C:10]2[CH:11]=[CH:12][CH:13]=[CH:14][CH:15]=2)([CH2:4][CH2:5][CH2:6][NH2:7])[O:16]1. (8) Given the reactants [Cl:1][C:2](Cl)(Cl)[C:3]([Cl:6])(Cl)[Cl:4].C1C2=C3C4C(C=C5C6C(=CC=CC=6)C(C=C2)=C53)=CC=CC=4C=1.O=C1CC(C)(C)CC(C)=C1.[N+](C1C=CC=CC=1)([O-])=O.ClC1C(O)=[C:55]([Cl:58])[C:54]([Cl:59])=[C:53]([Cl:60])C=1Cl.C1C2C=CC3C(=CC=CC=3)C=2C=CC=1.C1(O)C=CC=CC=1.C1C2C3=C4C(=CC=2)C=CC=C4C=CC3=CC=1, predict the reaction product. The product is: [Cl:4][C:3]1([Cl:6])[C:53]([Cl:60])=[C:54]([Cl:59])[C:55]([Cl:58])=[C:2]1[Cl:1]. (9) Given the reactants II.[BH4-].[Na+].C[Si](Cl)(C)C.[C:10]([O:13][CH:14]1[CH:19]([O:20][C:21](=[O:23])[CH3:22])[CH:18]([O:24][C:25](=[O:27])[CH3:26])[CH:17]([CH2:28][O:29][C:30](=[O:32])[CH3:31])[O:16][CH:15]1[O:33][C:34]1[CH:38]=[CH:37][S:36][C:35]=1[C:39](=O)[C:40]1[CH:45]=[CH:44][C:43]([O:46][C:47]([F:50])([F:49])[F:48])=[CH:42][CH:41]=1)(=[O:12])[CH3:11], predict the reaction product. The product is: [C:10]([O:13][CH:14]1[CH:19]([O:20][C:21](=[O:23])[CH3:22])[CH:18]([O:24][C:25](=[O:27])[CH3:26])[CH:17]([CH2:28][O:29][C:30](=[O:32])[CH3:31])[O:16][CH:15]1[O:33][C:34]1[CH:38]=[CH:37][S:36][C:35]=1[CH2:39][C:40]1[CH:41]=[CH:42][C:43]([O:46][C:47]([F:48])([F:50])[F:49])=[CH:44][CH:45]=1)(=[O:12])[CH3:11].